From a dataset of Catalyst prediction with 721,799 reactions and 888 catalyst types from USPTO. Predict which catalyst facilitates the given reaction. (1) Reactant: C[O:2][C:3]([C:5]1[C:9]([N+:10]([O-:12])=[O:11])=[CH:8][N:7]([CH:13]2[CH2:18][CH2:17][CH2:16][CH2:15][O:14]2)[N:6]=1)=O.[H-].C([Al+]CC(C)C)C(C)C. Product: [N+:10]([C:9]1[C:5]([CH2:3][OH:2])=[N:6][N:7]([CH:13]2[CH2:18][CH2:17][CH2:16][CH2:15][O:14]2)[CH:8]=1)([O-:12])=[O:11]. The catalyst class is: 305. (2) Reactant: [F:1][C:2]1[CH:36]=[C:35]([NH:37][C:38]([N:40]2[CH2:44][CH2:43][N:42]([C:45]3[CH:50]=[CH:49][C:48]([F:51])=[CH:47][CH:46]=3)[C:41]2=[O:52])=[O:39])[CH:34]=[CH:33][C:3]=1[O:4][C:5]1[CH:10]=[CH:9][N:8]=[C:7]2[CH:11]=[C:12]([C:14]3[CH:32]=[CH:31][C:17]([CH2:18][N:19]([CH2:27][CH2:28][O:29][CH3:30])C(=O)OC(C)(C)C)=[CH:16][CH:15]=3)[S:13][C:6]=12.C(O)(C(F)(F)F)=O. Product: [F:1][C:2]1[CH:36]=[C:35]([NH:37][C:38]([N:40]2[CH2:44][CH2:43][N:42]([C:45]3[CH:46]=[CH:47][C:48]([F:51])=[CH:49][CH:50]=3)[C:41]2=[O:52])=[O:39])[CH:34]=[CH:33][C:3]=1[O:4][C:5]1[CH:10]=[CH:9][N:8]=[C:7]2[CH:11]=[C:12]([C:14]3[CH:15]=[CH:16][C:17]([CH2:18][NH:19][CH2:27][CH2:28][O:29][CH3:30])=[CH:31][CH:32]=3)[S:13][C:6]=12. The catalyst class is: 11. (3) The catalyst class is: 236. Reactant: [OH:1][C:2]1[NH:3][C:4]([C:13]([OH:15])=O)=[C:5]([C:7]2[CH:12]=[CH:11][CH:10]=[CH:9][CH:8]=2)[N:6]=1.Cl.Cl.[C:18]([C:20]1[CH:21]=[C:22]([N:26]2[CH2:31][CH2:30][NH:29][CH2:28][CH2:27]2)[CH:23]=[CH:24][CH:25]=1)#[N:19].Cl.CN(C)CCCN=C=NCC.O.ON1C2C=CC=CC=2N=N1. Product: [OH:1][C:2]1[NH:3][C:4]([C:13]([N:29]2[CH2:28][CH2:27][N:26]([C:22]3[CH:21]=[C:20]([CH:25]=[CH:24][CH:23]=3)[C:18]#[N:19])[CH2:31][CH2:30]2)=[O:15])=[C:5]([C:7]2[CH:8]=[CH:9][CH:10]=[CH:11][CH:12]=2)[N:6]=1.